From a dataset of Forward reaction prediction with 1.9M reactions from USPTO patents (1976-2016). Predict the product of the given reaction. (1) Given the reactants C(OC([NH:8][C@H:9]([C:22]([O:24]C(C)(C)C)=[O:23])[CH2:10][CH2:11][CH2:12][CH2:13][NH:14][C:15](=[O:21])[CH2:16][C:17]1([CH3:20])[N:19]=[N:18]1)=O)(C)(C)C.[C:29]([OH:35])([C:31]([F:34])([F:33])[F:32])=[O:30], predict the reaction product. The product is: [F:32][C:31]([F:34])([F:33])[C:29]([OH:35])=[O:30].[CH3:20][C:17]1([CH2:16][C:15]([NH:14][CH2:13][CH2:12][CH2:11][CH2:10][C@@H:9]([C:22]([OH:24])=[O:23])[NH2:8])=[O:21])[N:18]=[N:19]1. (2) Given the reactants [Cl:1][C:2]1[CH:7]=[CH:6][C:5]([N:8]2[C@@H:12]([C:13]3[CH:18]=[CH:17][CH:16]=[C:15]([OH:19])[CH:14]=3)[CH2:11][O:10][C:9]2=[O:20])=[CH:4][CH:3]=1.C([O-])([O-])=O.[K+].[K+].I[CH2:28][CH3:29], predict the reaction product. The product is: [Cl:1][C:2]1[CH:3]=[CH:4][C:5]([N:8]2[C@@H:12]([C:13]3[CH:18]=[CH:17][CH:16]=[C:15]([O:19][CH2:28][CH3:29])[CH:14]=3)[CH2:11][O:10][C:9]2=[O:20])=[CH:6][CH:7]=1.